Dataset: Forward reaction prediction with 1.9M reactions from USPTO patents (1976-2016). Task: Predict the product of the given reaction. (1) Given the reactants [C:1]([O:9][C@H:10]([C@@H:13]1[CH2:17][C@@H:16]([CH3:18])[C:15](=[O:19])[O:14]1)[CH2:11][CH3:12])(=[O:8])[C:2]1[CH:7]=[CH:6][CH:5]=[CH:4][CH:3]=1.[H-].C([Al+]CC(C)C)C(C)C, predict the reaction product. The product is: [C:1]([O:9][C@H:10]([C@@H:13]1[CH2:17][C@@H:16]([CH3:18])[CH:15]([OH:19])[O:14]1)[CH2:11][CH3:12])(=[O:8])[C:2]1[CH:7]=[CH:6][CH:5]=[CH:4][CH:3]=1. (2) The product is: [CH:19]1([N:16]2[CH2:17][CH2:18][C:11]3([CH2:12][CH2:13][N:8]([C:5]4[CH:4]=[N:3][C:2]([C:25]5[CH:24]=[N:23][CH:28]=[CH:27][CH:26]=5)=[CH:7][N:6]=4)[CH2:9][CH2:10]3)[CH2:14][CH2:15]2)[CH2:22][CH2:21][CH2:20]1. Given the reactants Br[C:2]1[N:3]=[CH:4][C:5]([N:8]2[CH2:13][CH2:12][C:11]3([CH2:18][CH2:17][N:16]([CH:19]4[CH2:22][CH2:21][CH2:20]4)[CH2:15][CH2:14]3)[CH2:10][CH2:9]2)=[N:6][CH:7]=1.[N:23]1[CH:28]=[CH:27][CH:26]=[C:25](B(O)O)[CH:24]=1.C([O-])([O-])=O.[Na+].[Na+], predict the reaction product. (3) Given the reactants [CH3:1][O:2][C:3]1[CH:8]=[CH:7][CH:6]=[CH:5][C:4]=1[N:9]([CH2:20][C:21]([OH:23])=O)[S:10]([C:13]1[C:14]([CH3:19])=[CH:15][CH:16]=[CH:17][CH:18]=1)(=[O:12])=[O:11].[CH2:24]([NH:26][CH2:27][C:28]1[CH:29]=[N:30][CH:31]=[CH:32][CH:33]=1)[CH3:25], predict the reaction product. The product is: [CH2:24]([N:26]([CH2:27][C:28]1[CH:29]=[N:30][CH:31]=[CH:32][CH:33]=1)[C:21](=[O:23])[CH2:20][N:9]([C:4]1[CH:5]=[CH:6][CH:7]=[CH:8][C:3]=1[O:2][CH3:1])[S:10]([C:13]1[C:14]([CH3:19])=[CH:15][CH:16]=[CH:17][CH:18]=1)(=[O:11])=[O:12])[CH3:25]. (4) Given the reactants [F:1][C@H:2]1[CH2:6][NH2+:5][C@@H:4]2[C@@H:7]([OH:10])[CH2:8][O:9][C@H:3]12.[Cl-].[CH3:12][CH:13]([CH3:41])[CH2:14][C@H:15]([NH:19][C@@H:20]([C:25]1[CH:30]=[CH:29][C:28]([C:31]2[CH:36]=[CH:35][C:34]([S:37]([CH3:40])(=[O:39])=[O:38])=[CH:33][CH:32]=2)=[CH:27][CH:26]=1)[C:21]([F:24])([F:23])[F:22])[C:16](O)=[O:17].C1(N=C=NC2CCCCC2)CCCCC1.C(N(C(C)C)CC)(C)C, predict the reaction product. The product is: [F:1][C@H:2]1[CH2:6][N:5]([C:16](=[O:17])[C@@H:15]([NH:19][C@@H:20]([C:25]2[CH:30]=[CH:29][C:28]([C:31]3[CH:36]=[CH:35][C:34]([S:37]([CH3:40])(=[O:39])=[O:38])=[CH:33][CH:32]=3)=[CH:27][CH:26]=2)[C:21]([F:24])([F:22])[F:23])[CH2:14][CH:13]([CH3:41])[CH3:12])[C@@H:4]2[C@@H:7]([OH:10])[CH2:8][O:9][C@H:3]12. (5) Given the reactants Cl[C:2]1[CH:3]=[CH:4][C:5]2[N:6]([C:8]([C:11]([O:13][CH2:14][CH3:15])=[O:12])=[CH:9][N:10]=2)[N:7]=1.[F:16][C:17]([F:24])([F:23])[CH:18]1[CH2:22][CH2:21][CH2:20][NH:19]1, predict the reaction product. The product is: [F:16][C:17]([F:24])([F:23])[CH:18]1[CH2:22][CH2:21][CH2:20][N:19]1[C:2]1[CH:3]=[CH:4][C:5]2[N:6]([C:8]([C:11]([O:13][CH2:14][CH3:15])=[O:12])=[CH:9][N:10]=2)[N:7]=1. (6) The product is: [CH:34]([NH:37][C:10](=[O:12])/[C:9](/[C:13]1[CH:18]=[CH:17][C:16]([S:19]([CH3:22])(=[O:21])=[O:20])=[CH:15][CH:14]=1)=[CH:8]/[C:4]1[CH:5]=[CH:6][CH:7]=[C:2]([Br:1])[CH:3]=1)([CH3:36])[CH3:35]. Given the reactants [Br:1][C:2]1[CH:3]=[C:4](/[CH:8]=[C:9](\[C:13]2[CH:18]=[CH:17][C:16]([S:19]([CH3:22])(=[O:21])=[O:20])=[CH:15][CH:14]=2)/[C:10]([OH:12])=O)[CH:5]=[CH:6][CH:7]=1.S(Cl)(Cl)=O.C(N(CC)CC)C.[CH:34]([NH2:37])([CH3:36])[CH3:35].[NH4+].[Cl-], predict the reaction product.